This data is from Full USPTO retrosynthesis dataset with 1.9M reactions from patents (1976-2016). The task is: Predict the reactants needed to synthesize the given product. (1) Given the product [CH3:21][O:22][C:11]1[CH:3]=[CH:4][C:5]2[S:9][C:8]([C:13]3[CH:14]=[CH:38][C:16]([NH:19][CH3:20])=[N:17][CH:18]=3)=[N:7][C:6]=2[CH:10]=1, predict the reactants needed to synthesize it. The reactants are: CO[C:3]1[CH:11]=[CH:10][C:6]2[N:7]=[CH:8][S:9][C:5]=2[CH:4]=1.Br[C:13]1[CH:14]=N[C:16]([NH:19][CH3:20])=[N:17][CH:18]=1.[CH3:21][O:22]C1N=CC(C2SC3C=CC=CC=3N=2)=CN=1.[CH3:38]COC(C)=O. (2) Given the product [ClH:24].[CH3:23][C:19]1[C:17]2[NH:18][C:14]([C@:2]3([CH3:1])[CH2:6][CH2:5][CH2:4][NH:3]3)=[N:15][C:16]=2[CH:22]=[CH:21][CH:20]=1, predict the reactants needed to synthesize it. The reactants are: [CH3:1][C@@:2]1([C:14]2[NH:18][C:17]3[C:19]([CH3:23])=[CH:20][CH:21]=[CH:22][C:16]=3[N:15]=2)[CH2:6][CH2:5][CH2:4][N:3]1C(OC(C)(C)C)=O.[ClH:24].O1CCOCC1. (3) Given the product [CH2:3]([O:7][C:9]1[CH:14]=[C:13]([CH2:15][C:16]2[CH:21]=[CH:20][CH:19]=[C:18]([Cl:22])[C:17]=2[F:23])[N:12]=[CH:11][N:10]=1)[C:4]#[C:5][CH3:6], predict the reactants needed to synthesize it. The reactants are: [H-].[Na+].[CH2:3]([OH:7])[C:4]#[C:5][CH3:6].Cl[C:9]1[CH:14]=[C:13]([CH2:15][C:16]2[CH:21]=[CH:20][CH:19]=[C:18]([Cl:22])[C:17]=2[F:23])[N:12]=[CH:11][N:10]=1.[Cl-].[NH4+]. (4) Given the product [CH3:29][O:30][N:22]([CH3:26])[C:12](=[O:14])[CH2:11][C:4]1[CH:5]=[C:6]([F:10])[CH:7]=[C:8]([F:9])[C:3]=1[F:2], predict the reactants needed to synthesize it. The reactants are: Cl.[F:2][C:3]1[C:8]([F:9])=[CH:7][C:6]([F:10])=[CH:5][C:4]=1[CH2:11][C:12]([OH:14])=O.C1N=CN(C([N:22]2[CH:26]=NC=C2)=O)C=1.C1C[O:30][CH2:29]C1. (5) Given the product [CH3:20][O:19][C:16]1[CH:17]=[CH:18][C:13]([S:12][C:8]2[CH:9]=[C:10]([CH3:11])[C:5]([C:3]3[N:22]=[C:23]([NH2:25])[S:24][CH:2]=3)=[C:6]([CH3:21])[CH:7]=2)=[CH:14][CH:15]=1, predict the reactants needed to synthesize it. The reactants are: Br[CH2:2][C:3]([C:5]1[C:10]([CH3:11])=[CH:9][C:8]([S:12][C:13]2[CH:18]=[CH:17][C:16]([O:19][CH3:20])=[CH:15][CH:14]=2)=[CH:7][C:6]=1[CH3:21])=O.[NH2:22][C:23]([NH2:25])=[S:24].